Dataset: Full USPTO retrosynthesis dataset with 1.9M reactions from patents (1976-2016). Task: Predict the reactants needed to synthesize the given product. (1) Given the product [C:24]([C:23]1[C:22]2[C:17](=[CH:18][C:19]([O:26][CH3:27])=[CH:20][CH:21]=2)[N:16]([CH2:28][CH3:29])[C:15]=1[C:12]1[CH:13]=[CH:14][C:9]([O:8][CH2:7][C:6]([OH:30])=[O:5])=[CH:10][CH:11]=1)#[N:25], predict the reactants needed to synthesize it. The reactants are: C([O:5][C:6](=[O:30])[CH2:7][O:8][C:9]1[CH:14]=[CH:13][C:12]([C:15]2[N:16]([CH2:28][CH3:29])[C:17]3[C:22]([C:23]=2[C:24]#[N:25])=[CH:21][CH:20]=[C:19]([O:26][CH3:27])[CH:18]=3)=[CH:11][CH:10]=1)(C)(C)C. (2) Given the product [Br:7][C:8]1[CH:16]=[CH:15][C:11]([C:12]([N:20]([O:21][CH3:22])[CH3:19])=[O:13])=[CH:10][C:9]=1[F:17], predict the reactants needed to synthesize it. The reactants are: C(Cl)(=O)C(Cl)=O.[Br:7][C:8]1[CH:16]=[CH:15][C:11]([C:12](O)=[O:13])=[CH:10][C:9]=1[F:17].Cl.[CH3:19][NH:20][O:21][CH3:22].C(=O)([O-])[O-].[K+].[K+]. (3) Given the product [CH:37]1([C@@H:40]([C:47]2[CH:52]=[CH:51][CH:50]=[C:49]([O:53][CH2:54][C:55]3[CH:60]=[N:59][C:58]([C:61]4[CH:66]=[C:65]([O:67][CH3:68])[CH:64]=[CH:63][C:62]=4[F:69])=[C:57]([N:70]([CH:71]([CH3:73])[CH3:72])[CH3:74])[N:56]=3)[CH:48]=2)[CH2:41][C:42]([OH:44])=[O:43])[CH2:38][CH2:39]1, predict the reactants needed to synthesize it. The reactants are: C1([C@@H](C2C=CC=C(OCC3C=NC(C4C=C(OC)C=CC=4F)=C(N(C)C)N=3)C=2)CC(OCC)=O)CC1.[CH:37]1([C@@H:40]([C:47]2[CH:52]=[CH:51][CH:50]=[C:49]([O:53][CH2:54][C:55]3[CH:60]=[N:59][C:58]([C:61]4[CH:66]=[C:65]([O:67][CH3:68])[CH:64]=[CH:63][C:62]=4[F:69])=[C:57]([N:70]([CH3:74])[CH:71]([CH3:73])[CH3:72])[N:56]=3)[CH:48]=2)[CH2:41][C:42]([O:44]CC)=[O:43])[CH2:39][CH2:38]1. (4) The reactants are: [C:1]([CH:3]([CH:8]([C:14]1[CH:19]=[CH:18][CH:17]=[CH:16][CH:15]=1)[CH2:9][C:10](OC)=[O:11])[C:4]([O:6][CH3:7])=[O:5])#[N:2].[BH4-].[Na+].Cl. Given the product [O:11]=[C:10]1[NH:2][CH2:1][C@H:3]([C:4]([O:6][CH3:7])=[O:5])[C@@H:8]([C:14]2[CH:19]=[CH:18][CH:17]=[CH:16][CH:15]=2)[CH2:9]1, predict the reactants needed to synthesize it. (5) Given the product [C:18]([O:22][C:23](=[O:24])[N:11]([C:8]1[CH:9]=[CH:10][N:5]2[N:4]=[CH:3][C:2]([Br:1])=[C:6]2[N:7]=1)[C:12]1[CH:17]=[CH:16][C:15]([CH:33]([CH3:37])[CH3:34])=[CH:14][CH:13]=1)([CH3:21])([CH3:20])[CH3:19], predict the reactants needed to synthesize it. The reactants are: [Br:1][C:2]1[CH:3]=[N:4][N:5]2[CH:10]=[CH:9][C:8]([NH:11][C:12]3[CH:17]=[CH:16][CH:15]=[CH:14][CH:13]=3)=[N:7][C:6]=12.[C:18]([O:22][C:23](O[C:23]([O:22][C:18]([CH3:21])([CH3:20])[CH3:19])=[O:24])=[O:24])([CH3:21])([CH3:20])[CH3:19].[CH2:33]1[CH2:37]OC[CH2:34]1. (6) Given the product [Br:22][CH2:15][C:12]1[CH:13]=[CH:14][C:9]([CH2:8][C:7]2[CH:17]=[CH:18][C:4]([O:3][C:2]([F:20])([F:19])[F:1])=[CH:5][CH:6]=2)=[CH:10][CH:11]=1, predict the reactants needed to synthesize it. The reactants are: [F:1][C:2]([F:20])([F:19])[O:3][C:4]1[CH:18]=[CH:17][C:7]([CH2:8][C:9]2[CH:14]=[CH:13][C:12]([CH2:15]O)=[CH:11][CH:10]=2)=[CH:6][CH:5]=1.P(Br)(Br)[Br:22].CCOC(C)=O. (7) Given the product [C:12]([O-:21])(=[O:20])[C:13]1[C:14](=[CH:16][CH:17]=[CH:18][CH:19]=1)[OH:15].[CH2:36]([P+:27]([CH2:23][CH2:24][CH2:25][CH3:26])([CH2:28][CH2:29][CH2:30][CH3:31])[CH2:32][CH2:33][CH2:34][CH3:35])[CH2:37][CH2:38][CH3:39].[C:1]([OH:11])(=[O:10])[CH:2]=[CH:3][C:4]1[CH:5]=[CH:6][CH:7]=[CH:8][CH:9]=1, predict the reactants needed to synthesize it. The reactants are: [C:1]([OH:11])(=[O:10])[CH:2]=[CH:3][C:4]1[CH:9]=[CH:8][CH:7]=[CH:6][CH:5]=1.[C:12]([OH:21])(=[O:20])[C:13]1[C:14](=[CH:16][CH:17]=[CH:18][CH:19]=1)[OH:15].[OH-].[CH2:23]([P+:27]([CH2:36][CH2:37][CH2:38][CH3:39])([CH2:32][CH2:33][CH2:34][CH3:35])[CH2:28][CH2:29][CH2:30][CH3:31])[CH2:24][CH2:25][CH3:26].